Dataset: Forward reaction prediction with 1.9M reactions from USPTO patents (1976-2016). Task: Predict the product of the given reaction. (1) Given the reactants [N+:1]([C:4]1[C:9](=O)[NH:8][CH:7]=[C:6]([C:11]2[C:16]([C:17]([F:20])([F:19])[F:18])=[CH:15][CH:14]=[CH:13][N:12]=2)[CH:5]=1)([O-:3])=[O:2].S(Cl)([Cl:23])=O, predict the reaction product. The product is: [Cl:23][C:9]1[N:8]=[CH:7][C:6]([C:11]2[C:16]([C:17]([F:20])([F:19])[F:18])=[CH:15][CH:14]=[CH:13][N:12]=2)=[CH:5][C:4]=1[N+:1]([O-:3])=[O:2]. (2) Given the reactants [Cl:1][C:2]1[N:10]=[C:9]2[C:5]([N:6]=[C:7]([CH2:13][N:14]3[CH2:19]CC(N4CC(F)(F)C4)C[CH2:15]3)[N:8]2[CH2:11][CH3:12])=[C:4]([N:26]2[CH2:31][CH2:30][O:29][CH2:28][CH2:27]2)[N:3]=1.[CH:32]([N:35]1[CH2:40]CNC[C:36]1=[O:41])([CH3:34])[CH3:33], predict the reaction product. The product is: [Cl:1][C:2]1[N:10]=[C:9]2[C:5]([N:6]=[C:7]([CH2:13][N:14]3[CH2:15][CH2:40][N:35]([CH:32]([CH3:34])[CH3:33])[C:36](=[O:41])[CH2:19]3)[N:8]2[CH2:11][CH3:12])=[C:4]([N:26]2[CH2:27][CH2:28][O:29][CH2:30][CH2:31]2)[N:3]=1. (3) The product is: [Cl:23][CH2:24][C:25]([NH:21][CH2:20][C:19]([C:10]1[C:11]2[C:16](=[C:15]([O:17][CH3:18])[CH:14]=[CH:13][CH:12]=2)[N:8]([CH2:7][CH:1]2[CH2:2][CH2:3][CH2:4][CH2:5][CH2:6]2)[CH:9]=1)=[O:22])=[O:26]. Given the reactants [CH:1]1([CH2:7][N:8]2[C:16]3[C:11](=[CH:12][CH:13]=[CH:14][C:15]=3[O:17][CH3:18])[C:10]([C:19](=[O:22])[C:20]#[N:21])=[CH:9]2)[CH2:6][CH2:5][CH2:4][CH2:3][CH2:2]1.[Cl:23][CH2:24][C:25](Cl)=[O:26].C(N(CC)CC)C, predict the reaction product. (4) Given the reactants [NH:1]1[CH2:6][CH2:5][CH:4]([CH2:7][O:8][C:9]2[CH:18]=[CH:17][CH:16]=[C:15]3[C:10]=2[C:11]([NH2:20])=[N:12][C:13]([NH2:19])=[N:14]3)[CH2:3][CH2:2]1.[C:21]1([CH3:30])[CH:26]=[CH:25][C:24]([C:27](Cl)=[O:28])=[CH:23][CH:22]=1, predict the reaction product. The product is: [NH2:19][C:13]1[N:12]=[C:11]([NH2:20])[C:10]2[C:15](=[CH:16][CH:17]=[CH:18][C:9]=2[O:8][CH2:7][CH:4]2[CH2:5][CH2:6][N:1]([C:27]([C:24]3[CH:25]=[CH:26][C:21]([CH3:30])=[CH:22][CH:23]=3)=[O:28])[CH2:2][CH2:3]2)[N:14]=1. (5) Given the reactants C1(NC2CCCCC2)CCCCC1.C([Li])CCC.[C:19]([O:22][C:23]([CH3:26])([CH3:25])[CH3:24])(=[O:21])[CH3:20].Br[C:28]1[CH:29]=[C:30]([CH3:35])[CH:31]=[CH:32][C:33]=1[F:34], predict the reaction product. The product is: [C:23]([O:22][C:19](=[O:21])[CH2:20][C:28]1[CH:29]=[C:30]([CH3:35])[CH:31]=[CH:32][C:33]=1[F:34])([CH3:26])([CH3:25])[CH3:24]. (6) The product is: [C:11]1([C:14]2[CH:19]=[CH:18][CH:17]=[CH:16][CH:15]=2)[CH:12]=[CH:13][C:8]([N:20]2[CH2:28][CH2:27][CH:23]([C:24]([OH:26])=[O:25])[CH2:22][CH2:21]2)=[CH:9][CH:10]=1. Given the reactants CC(C)([O-])C.[Na+].Br[C:8]1[CH:13]=[CH:12][C:11]([C:14]2[CH:19]=[CH:18][CH:17]=[CH:16][CH:15]=2)=[CH:10][CH:9]=1.[NH:20]1[CH2:28][CH2:27][CH:23]([C:24]([OH:26])=[O:25])[CH2:22][CH2:21]1, predict the reaction product. (7) Given the reactants [CH3:1][C:2]1[N:3]([C:7]2[N:12]=[CH:11][C:10]([CH2:13][OH:14])=[CH:9][CH:8]=2)[CH:4]=[CH:5][N:6]=1.CC(OI1(OC(C)=O)(OC(C)=O)OC(=O)C2C=CC=CC1=2)=O.C(=O)(O)[O-].[Na+].S([O-])([O-])(=O)=S.[Na+].[Na+], predict the reaction product. The product is: [CH3:1][C:2]1[N:3]([C:7]2[CH:8]=[CH:9][C:10]([CH:13]=[O:14])=[CH:11][N:12]=2)[CH:4]=[CH:5][N:6]=1.